Task: Regression. Given a peptide amino acid sequence and an MHC pseudo amino acid sequence, predict their binding affinity value. This is MHC class I binding data.. Dataset: Peptide-MHC class I binding affinity with 185,985 pairs from IEDB/IMGT (1) The peptide sequence is SSCSSCPLSKI. The MHC is HLA-B44:02 with pseudo-sequence HLA-B44:02. The binding affinity (normalized) is 0. (2) The MHC is HLA-A31:01 with pseudo-sequence HLA-A31:01. The binding affinity (normalized) is 0.0847. The peptide sequence is VALFSSCPVAY.